Dataset: NCI-60 drug combinations with 297,098 pairs across 59 cell lines. Task: Regression. Given two drug SMILES strings and cell line genomic features, predict the synergy score measuring deviation from expected non-interaction effect. (1) Drug 1: CCN(CC)CCCC(C)NC1=C2C=C(C=CC2=NC3=C1C=CC(=C3)Cl)OC. Drug 2: C1CCC(C(C1)N)N.C(=O)(C(=O)[O-])[O-].[Pt+4]. Cell line: IGROV1. Synergy scores: CSS=16.6, Synergy_ZIP=-6.65, Synergy_Bliss=-3.54, Synergy_Loewe=-8.37, Synergy_HSA=-3.10. (2) Drug 1: CN1CCC(CC1)COC2=C(C=C3C(=C2)N=CN=C3NC4=C(C=C(C=C4)Br)F)OC. Drug 2: CC(CN1CC(=O)NC(=O)C1)N2CC(=O)NC(=O)C2. Cell line: U251. Synergy scores: CSS=34.2, Synergy_ZIP=-8.67, Synergy_Bliss=0.686, Synergy_Loewe=1.62, Synergy_HSA=2.64.